Dataset: Reaction yield outcomes from USPTO patents with 853,638 reactions. Task: Predict the reaction yield, written as a fraction of the theoretical maximum amount of product (1.0 means a 100% yield; for example, 0.34 means a 34% yield). (1) The reactants are [C:1]([O:5][C:6]([N:8]1[CH2:13][CH2:12][O:11][C:10]2[CH:14]=[CH:15][CH:16]=[N:17][C:9]1=2)=[O:7])([CH3:4])([CH3:3])[CH3:2].[Br:18]Br. The catalyst is CO. The product is [C:1]([O:5][C:6]([N:8]1[CH2:13][CH2:12][O:11][C:10]2[CH:14]=[C:15]([Br:18])[CH:16]=[N:17][C:9]1=2)=[O:7])([CH3:4])([CH3:2])[CH3:3]. The yield is 0.480. (2) The catalyst is CN1C(=O)CCC1. The reactants are Br[C:2]1[CH:10]=[C:9]([F:11])[CH:8]=[C:7]2[C:3]=1[CH:4]=[N:5][N:6]2[CH3:12].C([Sn](CCCC)(CCCC)[C:18]([O:20][CH2:21][CH3:22])=[CH2:19])CCC. The product is [CH2:21]([O:20][C:18]([C:2]1[CH:10]=[C:9]([F:11])[CH:8]=[C:7]2[C:3]=1[CH:4]=[N:5][N:6]2[CH3:12])=[CH2:19])[CH3:22]. The yield is 0.900. (3) The reactants are [I:1][C:2]1[N:3]=[CH:4][N:5]([CH2:8][O:9][CH2:10][CH2:11][Si:12]([CH3:15])([CH3:14])[CH3:13])[C:6]=1I.C([Li])CCC.CN([CH:24]=[O:25])C.[NH4+].[Cl-]. The catalyst is C1COCC1. The product is [I:1][C:2]1[N:3]=[C:4]([CH:24]=[O:25])[N:5]([CH2:8][O:9][CH2:10][CH2:11][Si:12]([CH3:15])([CH3:14])[CH3:13])[CH:6]=1. The yield is 0.750. (4) The reactants are Cl[C:2]1[N:7]=[CH:6][N:5]=[C:4]([NH:8][C@@H:9]([C:14]([O:16][CH2:17][CH3:18])=[O:15])[CH2:10][CH2:11][CH2:12][CH3:13])[CH:3]=1.[CH2:19]([O:26][C:27]1[CH:32]=[CH:31][C:30](B(O)O)=[CH:29][CH:28]=1)[C:20]1[CH:25]=[CH:24][CH:23]=[CH:22][CH:21]=1.C(=O)([O-])[O-].[K+].[K+]. The catalyst is C1(C)C=CC=CC=1.C1C=CC([P]([Pd]([P](C2C=CC=CC=2)(C2C=CC=CC=2)C2C=CC=CC=2)([P](C2C=CC=CC=2)(C2C=CC=CC=2)C2C=CC=CC=2)[P](C2C=CC=CC=2)(C2C=CC=CC=2)C2C=CC=CC=2)(C2C=CC=CC=2)C2C=CC=CC=2)=CC=1. The product is [CH2:19]([O:26][C:27]1[CH:32]=[CH:31][C:30]([C:2]2[N:7]=[CH:6][N:5]=[C:4]([NH:8][C@@H:9]([C:14]([O:16][CH2:17][CH3:18])=[O:15])[CH2:10][CH2:11][CH2:12][CH3:13])[CH:3]=2)=[CH:29][CH:28]=1)[C:20]1[CH:25]=[CH:24][CH:23]=[CH:22][CH:21]=1. The yield is 0.760.